Dataset: Peptide-MHC class I binding affinity with 185,985 pairs from IEDB/IMGT. Task: Regression. Given a peptide amino acid sequence and an MHC pseudo amino acid sequence, predict their binding affinity value. This is MHC class I binding data. (1) The peptide sequence is TVVIGTSKFY. The MHC is HLA-A03:01 with pseudo-sequence HLA-A03:01. The binding affinity (normalized) is 0.353. (2) The peptide sequence is RLGLVLDDYK. The MHC is HLA-A33:01 with pseudo-sequence HLA-A33:01. The binding affinity (normalized) is 0. (3) The peptide sequence is KQWRRDNRRGL. The MHC is HLA-B27:05 with pseudo-sequence HLA-B27:05. The binding affinity (normalized) is 0.314. (4) The MHC is HLA-A03:01 with pseudo-sequence HLA-A03:01. The peptide sequence is TLFGPEREK. The binding affinity (normalized) is 0.588. (5) The binding affinity (normalized) is 0.00250. The MHC is HLA-A31:01 with pseudo-sequence HLA-A31:01. The peptide sequence is ISDSNPYLTQW.